Dataset: Experimentally validated miRNA-target interactions with 360,000+ pairs, plus equal number of negative samples. Task: Binary Classification. Given a miRNA mature sequence and a target amino acid sequence, predict their likelihood of interaction. (1) The miRNA is hsa-miR-942-3p with sequence CACAUGGCCGAAACAGAGAAGU. Result: 1 (interaction). The protein sequence of the target gene is MASGVQVADEVCRIFYDMKVRKCSTPEEIKKRKKAVIFCLSADKKCIIVEEGKEILVGDVGVTITDPFKHFVGMLPEKDCRYALYDASFETKESRKEELMFFLWAPELAPLKSKMIYASSKDAIKKKFQGIKHECQANGPEDLNRACIAEKLGGSLIVAFEGCPV. (2) The miRNA is hsa-miR-452-5p with sequence AACUGUUUGCAGAGGAAACUGA. The protein sequence of the target gene is MVVDFWTWEQTFQELIQEAKPRATWTLKLDGNLQLDCLAQGWKQYQQRAFGWFRCSSCQRSWASAQVQILCHTYWEHWTSQGQVRMRLFGQRCQKCSWSQYEMPEFSSDSTMRILSNLVQHILKKYYGNGTRKSPEMPVILEVSLEGSHDTANCEACTLGICGQGLKSCMTKPSKSLLPHLKTGNSSPGIGAVYLANQAKNQSAEAKEAKGSGYEKLGPSRDPDPLNICVFILLLVFIVVKCFTSE. Result: 1 (interaction). (3) The miRNA is mmu-miR-467b-3p with sequence AUAUACAUACACACACCAACAC. The protein sequence of the target gene is MLSRALLCLALAWAARVGADALEEEDNVLVLKKSNFEEALAAHKYLLVEFYAPWCGHCKALAPEYAKAAAKLKAEGSEIRLAKVDATEESDLAQQYGVRGYPTIKFFKNGDTASPKEYTAGREADDIVNWLKKRTGPAATTLSDTAAAESLVDSSEVTVIGFFKDVESDSAKQFLLAAEAIDDIPFGITSNSGVFSKYQLDKDGVVLFKKFDEGRNNFEGEITKEKLLDFIKHNQLPLVIEFTEQTAPKIFGGEIKTHILLFLPKSVSDYDGKLSSFKRAAEGFKGKILFIFIDSDHTDN.... Result: 0 (no interaction). (4) The miRNA is mmu-miR-3057-3p with sequence UCCCACAGGCCCAGCUCAUAGC. The protein sequence of the target gene is MTAHLPQEISSRCSTTNIMEPHSRRQQDGEEKMPLQAEDIRPEIKDDLYDPSYQDEEGPPPKLEYVWRNIIFMALLHVGALYGITLVPSCKVYTWLLGVFYNVVAGLGITAGAHRLWSHRTYKARLPLRIFLIMANTMAFQNDVYEWARDHRAHHKFSETHADPHNSRRGFFFSHVGWLLVRKHPAVKEKGKNLDMSDLKAEKLVMFQRRYYKLAVTLMFIILPTLVPWYLWGETFQHSLCVSNFLRYAVLLNFTWLVNSAAHLYGYRPYDRGIGARENPFVSMASLGEGFHNYHHTFPY.... Result: 0 (no interaction). (5) The miRNA is hsa-miR-4537 with sequence UGAGCCGAGCUGAGCUUAGCUG. The protein sequence of the target gene is MEFPFDVDALFPERITVLDQHLRPPARRPGTTTPARVDLQQQIMTIIDELGKASAKAQNLSAPITSASRMQSNRHVVYILKDSSARPAGKGAIIGFIKVGYKKLFVLDDREAHNEVEPLCILDFYIHESVQRHGHGRELFQYMLQKERVEPHQLAIDRPSQKLLKFLNKHYNLETTVPQVNNFVIFEGFFAHQHRPPAPSLRATRHSRAAAVDPTPAAPARKLPPKRAEGDIKPYSSSDREFLKVAVEPPWPLNRAPRRATPPAHPPPRSSSLGNSPERGPLRPFVPEQELLRSLRLCPP.... Result: 1 (interaction).